From a dataset of Forward reaction prediction with 1.9M reactions from USPTO patents (1976-2016). Predict the product of the given reaction. (1) Given the reactants [CH3:1][C:2](=[CH:4][CH2:5][CH2:6]/[C:7](=[CH:9]/[CH2:10][OH:11])/[CH3:8])[CH3:3], predict the reaction product. The product is: [CH3:3][C:2](=[CH:4][CH2:5][CH2:6]/[C:7](=[CH:9]/[CH:10]=[O:11])/[CH3:8])[CH3:1]. (2) The product is: [O:24]=[S:16]1(=[O:25])[C:17]2[CH:23]=[CH:22][CH:21]=[CH:20][C:18]=2[CH2:19][N:13]([C:4]2[CH:3]=[C:2]([NH:26][CH2:27][C:28]([OH:30])=[O:29])[C:11]3[C:6](=[CH:7][CH:8]=[C:9]([CH3:12])[CH:10]=3)[N:5]=2)[CH2:14][CH2:15]1. Given the reactants Cl[C:2]1[C:11]2[C:6](=[CH:7][CH:8]=[C:9]([CH3:12])[CH:10]=2)[N:5]=[C:4]([N:13]2[CH2:19][C:18]3[CH:20]=[CH:21][CH:22]=[CH:23][C:17]=3[S:16](=[O:25])(=[O:24])[CH2:15][CH2:14]2)[CH:3]=1.[NH2:26][CH2:27][C:28]([OH:30])=[O:29], predict the reaction product. (3) The product is: [CH3:1][O:2][CH2:3][C:4]1[CH:9]=[C:8]([C:10]2[O:14][N:13]=[C:12]([C:15]3[CH:20]=[CH:19][C:18]([CH2:21][CH2:22][N:33]([CH2:34][C:35]([OH:37])=[O:36])[CH3:32])=[CH:17][CH:16]=3)[N:11]=2)[CH:7]=[CH:6][C:5]=1[C:24]1[CH:29]=[CH:28][CH:27]=[CH:26][C:25]=1[CH3:30]. Given the reactants [CH3:1][O:2][CH2:3][C:4]1[CH:9]=[C:8]([C:10]2[O:14][N:13]=[C:12]([C:15]3[CH:20]=[CH:19][C:18]([CH2:21][CH2:22]O)=[CH:17][CH:16]=3)[N:11]=2)[CH:7]=[CH:6][C:5]=1[C:24]1[CH:29]=[CH:28][CH:27]=[CH:26][C:25]=1[CH3:30].Cl.[CH3:32][NH:33][CH2:34][C:35]([O:37]C(C)(C)C)=[O:36], predict the reaction product. (4) Given the reactants [CH3:1][S:2]([OH:5])(=[O:4])=[O:3].[N:6]1[C:7]([CH2:15][O:16][C:17]2[CH:22]=[CH:21][C:20]([C:23]3[C:27](=[O:28])[C:26]([CH3:30])([CH3:29])[O:25][C:24]=3[C:31]3[CH:38]=[CH:37][C:34]([C:35]#[N:36])=[CH:33][CH:32]=3)=[CH:19][CH:18]=2)=[CH:8][N:9]2[CH:14]=[CH:13][CH:12]=[CH:11][C:10]=12, predict the reaction product. The product is: [CH3:1][S:2]([OH:5])(=[O:4])=[O:3].[N:6]1[C:7]([CH2:15][O:16][C:17]2[CH:18]=[CH:19][C:20]([C:23]3[C:27](=[O:28])[C:26]([CH3:30])([CH3:29])[O:25][C:24]=3[C:31]3[CH:32]=[CH:33][C:34]([C:35]#[N:36])=[CH:37][CH:38]=3)=[CH:21][CH:22]=2)=[CH:8][N:9]2[CH:14]=[CH:13][CH:12]=[CH:11][C:10]=12. (5) The product is: [Br:27][CH2:28][CH2:29][O:32][C:19]1[C:18]([CH3:25])=[C:17]2[N:16]([CH:20]=1)[N:15]=[CH:14][N:13]=[C:12]2[O:11][C:10]1[C:2]([F:1])=[C:3]2[C:7](=[CH:8][CH:9]=1)[NH:6][C:5]([CH3:26])=[CH:4]2. Given the reactants [F:1][C:2]1[C:10]([O:11][C:12]2[C:17]3=[C:18]([CH3:25])[C:19](C(O)(C)C)=[CH:20][N:16]3[N:15]=[CH:14][N:13]=2)=[CH:9][CH:8]=[C:7]2[C:3]=1[CH:4]=[C:5]([CH3:26])[NH:6]2.[Br:27][CH2:28][CH2:29]Br.C(=O)([O-])[O-:32].[K+].[K+], predict the reaction product. (6) Given the reactants [F:1][CH:2]([F:19])[C:3]#[C:4][C:5]1([OH:18])[CH2:10][CH2:9][N:8]([C:11]([O:13][C:14]([CH3:17])([CH3:16])[CH3:15])=[O:12])[CH2:7][CH2:6]1, predict the reaction product. The product is: [F:19][CH:2]([F:1])[CH2:3][CH2:4][C:5]1([OH:18])[CH2:10][CH2:9][N:8]([C:11]([O:13][C:14]([CH3:15])([CH3:16])[CH3:17])=[O:12])[CH2:7][CH2:6]1. (7) Given the reactants [CH3:1][C:2]([C:5]1[CH:9]=[C:8]([C:10](Cl)=[O:11])[N:7]([CH2:13][CH3:14])[N:6]=1)([CH3:4])[CH3:3].[NH2:15][C:16]1[CH:17]=[C:18]([CH:24]=[CH:25][C:26]=1[F:27])[C:19]([N:21]([CH3:23])[CH3:22])=[O:20].C(N(CC)C(C)C)(C)C, predict the reaction product. The product is: [CH3:22][N:21]([CH3:23])[C:19]([C:18]1[CH:24]=[CH:25][C:26]([F:27])=[C:16]([NH:15][C:10]([C:8]2[N:7]([CH2:13][CH3:14])[N:6]=[C:5]([C:2]([CH3:4])([CH3:3])[CH3:1])[CH:9]=2)=[O:11])[CH:17]=1)=[O:20]. (8) Given the reactants Br[C:2]1[CH:7]=[C:6]([C:8]([N:10]([O:12][CH3:13])[CH3:11])=[O:9])[CH:5]=[C:4]([C:14]([F:17])([F:16])[F:15])[N:3]=1.CC1(C)C(C)(C)OB(/[CH:26]=[CH:27]/[CH2:28][NH:29][C:30](=[O:33])[O:31][CH3:32])O1.C(=O)([O-])[O-].[K+].[K+].C(OCC)(=O)C, predict the reaction product. The product is: [CH3:13][O:12][N:10]([CH3:11])[C:8]([C:6]1[CH:5]=[C:4]([C:14]([F:17])([F:16])[F:15])[N:3]=[C:2](/[CH:26]=[CH:27]/[CH2:28][NH:29][C:30](=[O:33])[O:31][CH3:32])[CH:7]=1)=[O:9]. (9) Given the reactants [CH:1]([CH:4]1[C:9](=O)[NH:8][C:7]2[CH:11]=[CH:12][CH:13]=[C:14]([CH:15]([CH3:17])[CH3:16])[C:6]=2[O:5]1)([CH3:3])[CH3:2].B.O1CCCC1.Cl.C(=O)([O-])O.[Na+], predict the reaction product. The product is: [CH:1]([CH:4]1[CH2:9][NH:8][C:7]2[CH:11]=[CH:12][CH:13]=[C:14]([CH:15]([CH3:17])[CH3:16])[C:6]=2[O:5]1)([CH3:3])[CH3:2]. (10) Given the reactants N[C:2]1[N:10]=[C:9]2[C:5]([N:6]=[CH:7][N:8]2[C@@H]2O[C@H](CO)[C@@H](O)[C@H]2O)=[C:4](N)[N:3]=1.CN(C=O)C.CC([Si](Cl)(C(C)C)C(C)C)C, predict the reaction product. The product is: [N:3]1[CH:4]=[C:5]2[C:9]([N:8]=[CH:7][NH:6]2)=[N:10][CH:2]=1.